Predict the reaction yield, written as a fraction of the theoretical maximum amount of product (1.0 means a 100% yield; for example, 0.34 means a 34% yield). From a dataset of Reaction yield outcomes from USPTO patents with 853,638 reactions. The reactants are [C:1]1([OH:7])[CH:6]=[CH:5][CH:4]=[CH:3][CH:2]=1.[H-].[Na+].[CH2:10]([O:17][C:18]1[CH:27]=[C:26]2[C:21]([C:22](Cl)=[N:23][CH:24]=[N:25]2)=[CH:20][C:19]=1[O:29][CH3:30])[C:11]1[CH:16]=[CH:15][CH:14]=[CH:13][CH:12]=1.O. The catalyst is CN1C(=O)CCC1. The product is [CH2:10]([O:17][C:18]1[CH:27]=[C:26]2[C:21]([C:22]([O:7][C:1]3[CH:6]=[CH:5][CH:4]=[CH:3][CH:2]=3)=[N:23][CH:24]=[N:25]2)=[CH:20][C:19]=1[O:29][CH3:30])[C:11]1[CH:16]=[CH:15][CH:14]=[CH:13][CH:12]=1. The yield is 0.830.